From a dataset of Full USPTO retrosynthesis dataset with 1.9M reactions from patents (1976-2016). Predict the reactants needed to synthesize the given product. (1) Given the product [CH3:28][N:25]1[C:26]2[CH:27]=[C:19]([N:12]3[CH:13]=[CH:14][C:9]([C:6]4[CH:7]=[N:8][C:3]([C:2]([F:1])([F:16])[F:17])=[CH:4][CH:5]=4)=[N:10][C:11]3=[O:15])[CH:20]=[CH:21][C:22]=2[C:23]2[CH2:33][CH2:32][N:31]([C:34]([O:36][C:37]([CH3:40])([CH3:39])[CH3:38])=[O:35])[CH2:30][CH2:29][C:24]1=2, predict the reactants needed to synthesize it. The reactants are: [F:1][C:2]([F:17])([F:16])[C:3]1[N:8]=[CH:7][C:6]([C:9]2[CH:14]=[CH:13][NH:12][C:11](=[O:15])[N:10]=2)=[CH:5][CH:4]=1.Br[C:19]1[CH:20]=[CH:21][C:22]2[C:23]3[CH2:33][CH2:32][N:31]([C:34]([O:36][C:37]([CH3:40])([CH3:39])[CH3:38])=[O:35])[CH2:30][CH2:29][C:24]=3[N:25]([CH3:28])[C:26]=2[CH:27]=1.OC1C=CC=C2C=1N=CC=C2.C([O-])([O-])=O.[Cs+].[Cs+]. (2) Given the product [F:1][C:2]1[CH:3]=[C:4]([CH:5]=[CH:6][C:7]=1[C:8]1[S:9][C:10]2[C:15]([N:16]=1)=[CH:14][CH:13]=[C:12]([C:17]1([C:20]3[CH:25]=[CH:24][CH:23]=[CH:22][CH:21]=3)[CH2:19][CH2:18]1)[N:11]=2)[CH2:26][N:27]1[CH:31]=[C:30]([C:32]([OH:34])=[O:33])[N:29]=[CH:28]1, predict the reactants needed to synthesize it. The reactants are: [F:1][C:2]1[CH:3]=[C:4]([CH2:26][N:27]2[CH:31]=[C:30]([C:32]([O:34]CC)=[O:33])[N:29]=[CH:28]2)[CH:5]=[CH:6][C:7]=1[C:8]1[S:9][C:10]2[C:15]([N:16]=1)=[CH:14][CH:13]=[C:12]([C:17]1([C:20]3[CH:25]=[CH:24][CH:23]=[CH:22][CH:21]=3)[CH2:19][CH2:18]1)[N:11]=2.[OH-].[Li+]. (3) Given the product [ClH:4].[CH3:31][O:30][C:28]1[CH:29]=[C:24]([C:23]([C:18]2[C:17]3[C:22](=[C:13]([SH:12])[C:14]([O:39][CH2:40][CH3:41])=[CH:15][CH:16]=3)[CH:21]=[N:20][CH:19]=2)=[O:38])[CH:25]=[C:26]([O:36][CH3:37])[C:27]=1[O:32][CH2:33][CH2:34][CH3:35], predict the reactants needed to synthesize it. The reactants are: [OH-].[Na+].C(Cl)[Cl:4].O.Cl.Cl.CN(C)C(=O)[S:12][C:13]1[C:14]([O:39][CH2:40][CH3:41])=[CH:15][CH:16]=[C:17]2[C:22]=1[CH:21]=[N:20][CH:19]=[C:18]2[C:23](=[O:38])[C:24]1[CH:29]=[C:28]([O:30][CH3:31])[C:27]([O:32][CH2:33][CH2:34][CH3:35])=[C:26]([O:36][CH3:37])[CH:25]=1. (4) Given the product [P:40]([O:52][CH2:53][O:37][C:33]1[CH:34]=[CH:35][CH:36]=[C:31]([C:24]2[N:25]=[C:26]3[N:30]([C:23]=2[C:21]2[CH:20]=[CH:19][N:18]=[C:17]([NH:16][C@@H:12]4[CH2:13][CH2:14][CH2:15][N:10]([S:7]([C:4]5[CH:5]=[CH:6][N:2]([CH3:1])[N:3]=5)(=[O:9])=[O:8])[CH2:11]4)[N:22]=2)[CH:29]=[CH:28][O:27]3)[CH:32]=1)([O:42][C:43]([CH3:46])([CH3:45])[CH3:44])([O:47][C:48]([CH3:49])([CH3:50])[CH3:51])=[O:41], predict the reactants needed to synthesize it. The reactants are: [CH3:1][N:2]1[CH:6]=[CH:5][C:4]([S:7]([N:10]2[CH2:15][CH2:14][CH2:13][C@@H:12]([NH:16][C:17]3[N:22]=[C:21]([C:23]4[N:30]5[C:26]([O:27][CH:28]=[CH:29]5)=[N:25][C:24]=4[C:31]4[CH:32]=[C:33]([OH:37])[CH:34]=[CH:35][CH:36]=4)[CH:20]=[CH:19][N:18]=3)[CH2:11]2)(=[O:9])=[O:8])=[N:3]1.[H-].[Na+].[P:40]([O:52][CH2:53]Cl)([O:47][C:48]([CH3:51])([CH3:50])[CH3:49])([O:42][C:43]([CH3:46])([CH3:45])[CH3:44])=[O:41].